This data is from Forward reaction prediction with 1.9M reactions from USPTO patents (1976-2016). The task is: Predict the product of the given reaction. (1) Given the reactants [Br:1][C:2]1[C:3]([O:11][C:12]2[CH:17]=[CH:16][C:15]([F:18])=[CH:14][C:13]=2[F:19])=[N:4][CH:5]=[C:6]([N+:8]([O-])=O)[CH:7]=1.[Cl-].[NH4+].O.C(O)C, predict the reaction product. The product is: [Br:1][C:2]1[CH:7]=[C:6]([NH2:8])[CH:5]=[N:4][C:3]=1[O:11][C:12]1[CH:17]=[CH:16][C:15]([F:18])=[CH:14][C:13]=1[F:19]. (2) Given the reactants [NH2:1][C:2]1[S:3][CH:4]=[C:5]([CH2:7][C:8]([O:10][CH2:11][CH3:12])=[O:9])[N:6]=1.[CH3:13][O:14][C:15]1[CH:20]=[CH:19][C:18]([O:21][CH3:22])=[CH:17][C:16]=1[S:23](Cl)(=[O:25])=[O:24], predict the reaction product. The product is: [CH3:13][O:14][C:15]1[CH:20]=[CH:19][C:18]([O:21][CH3:22])=[CH:17][C:16]=1[S:23]([NH:1][C:2]1[S:3][CH:4]=[C:5]([CH2:7][C:8]([O:10][CH2:11][CH3:12])=[O:9])[N:6]=1)(=[O:24])=[O:25]. (3) Given the reactants [F:1][C:2]1([C:14](OC)=[O:15])[CH2:6][CH2:5][N:4]([C:7]([O:9][C:10]([CH3:13])([CH3:12])[CH3:11])=[O:8])[CH2:3]1.[H-].[H-].[H-].[H-].[Li+].[Al+3], predict the reaction product. The product is: [F:1][C:2]1([CH2:14][OH:15])[CH2:6][CH2:5][N:4]([C:7]([O:9][C:10]([CH3:11])([CH3:12])[CH3:13])=[O:8])[CH2:3]1. (4) Given the reactants [Cl:1][C:2]1[CH:7]=[C:6]([O:8][CH2:9][CH2:10][CH2:11][OH:12])[C:5]([S:13]([N:16]2[CH2:22][CH2:21][CH2:20][CH2:19][C:18]3[CH:23]=[CH:24][CH:25]=[CH:26][C:17]2=3)(=[O:15])=[O:14])=[CH:4][C:3]=1[C:27]1[C:28]([CH3:35])=[CH:29][C:30]([C:33]#[N:34])=[N:31][CH:32]=1.C(#N)C.[OH2:39].CO, predict the reaction product. The product is: [Cl:1][C:2]1[C:3]([C:27]2[CH:32]=[N:31][C:30]([C:33]#[N:34])=[CH:29][C:28]=2[CH3:35])=[CH:4][C:5]([S:13]([N:16]2[CH2:22][CH2:21][CH2:20][CH2:19][C:18]3[CH:23]=[CH:24][CH:25]=[CH:26][C:17]2=3)(=[O:15])=[O:14])=[C:6]([CH:7]=1)[O:8][CH2:9][CH2:10][C:11]([OH:39])=[O:12]. (5) Given the reactants [NH2:1][CH2:2][C@@H:3]1[C@H:8]([CH3:9])[CH2:7][CH2:6][CH2:5][N:4]1[C:10]([C:12]1[CH:17]=[C:16]([CH3:18])[CH:15]=[CH:14][C:13]=1[Br:19])=[O:11].F[C:21]1[CH:26]=[CH:25][C:24]([C:27]([F:30])([F:29])[F:28])=[CH:23][N:22]=1, predict the reaction product. The product is: [Br:19][C:13]1[CH:14]=[CH:15][C:16]([CH3:18])=[CH:17][C:12]=1[C:10]([N:4]1[CH2:5][CH2:6][CH2:7][C@@H:8]([CH3:9])[C@H:3]1[CH2:2][NH:1][C:21]1[CH:26]=[CH:25][C:24]([C:27]([F:30])([F:29])[F:28])=[CH:23][N:22]=1)=[O:11].